Dataset: Experimentally validated miRNA-target interactions with 360,000+ pairs, plus equal number of negative samples. Task: Binary Classification. Given a miRNA mature sequence and a target amino acid sequence, predict their likelihood of interaction. The miRNA is hsa-miR-1250-3p with sequence ACAUUUUCCAGCCCAUUCA. The protein sequence of the target gene is MYGFVNHALELLVIRNYGPEVWEDIKKEAQLDEEGQFLVRIIYDDSKTYDLVAAASKVLNLNAGEILQMFGKMFFVFCQESGYDTILRVLGSNVREFLQNLDALHDHLATIYPGMRAPSFRCTDAEKGKGLILHYYSEREGLQDIVIGIIKTVAQQIHGTEIDMKVIQQRNEECDHTQFLIEEKESKEEDFYEDLDRFEENGTQESRISPYTFCKAFPFHIIFDRDLVVTQCGNAIYRVLPQLQPGNCSLLSVFSLVRPHIDISFHGILSHINTVFVLRSKEGLLDVEKLECEDELTGTE.... Result: 0 (no interaction).